This data is from Reaction yield outcomes from USPTO patents with 853,638 reactions. The task is: Predict the reaction yield, written as a fraction of the theoretical maximum amount of product (1.0 means a 100% yield; for example, 0.34 means a 34% yield). (1) The reactants are [CH2:1]([O:8][C:9]([NH:11][C@H:12]([C@H:16]([OH:18])[CH3:17])[C:13](O)=[O:14])=[O:10])[C:2]1[CH:7]=[CH:6][CH:5]=[CH:4][CH:3]=1.[CH3:19][N:20](C(ON1N=NC2C=CC=CC1=2)=[N+](C)C)[CH3:21].[B-](F)(F)(F)F.CCN(C(C)C)C(C)C.Cl.CNC. The catalyst is CN(C=O)C.CCOC(C)=O. The product is [CH2:1]([O:8][C:9](=[O:10])[NH:11][C@H:12]([C@H:16]([OH:18])[CH3:17])[C:13]([N:20]([CH3:21])[CH3:19])=[O:14])[C:2]1[CH:7]=[CH:6][CH:5]=[CH:4][CH:3]=1. The yield is 0.820. (2) The reactants are Br[C:2]1[CH:7]=[CH:6][C:5]([O:8][CH2:9][O:10][CH3:11])=[CH:4][CH:3]=1.[Li]CCCC.CON(C)[C:20](=[O:30])[CH:21]([C:24]1[CH:29]=[CH:28][CH:27]=[CH:26][CH:25]=1)[CH2:22][CH3:23].O. The catalyst is C1COCC1. The product is [CH3:11][O:10][CH2:9][O:8][C:5]1[CH:6]=[CH:7][C:2]([C:20](=[O:30])[CH:21]([C:24]2[CH:29]=[CH:28][CH:27]=[CH:26][CH:25]=2)[CH2:22][CH3:23])=[CH:3][CH:4]=1. The yield is 0.800. (3) The reactants are CN(C)C=O.[H-].[Na+].[Br:8][C:9]1[CH:14]=[CH:13][C:12]([C:15]2([CH2:18][OH:19])[CH2:17][CH2:16]2)=[CH:11][CH:10]=1.[CH2:20](Br)[C:21]1[CH:26]=[CH:25][CH:24]=[CH:23][CH:22]=1. The catalyst is O. The product is [Br:8][C:9]1[CH:10]=[CH:11][C:12]([C:15]2([CH2:18][O:19][CH2:20][C:21]3[CH:26]=[CH:25][CH:24]=[CH:23][CH:22]=3)[CH2:16][CH2:17]2)=[CH:13][CH:14]=1. The yield is 0.700.